Dataset: Reaction yield outcomes from USPTO patents with 853,638 reactions. Task: Predict the reaction yield, written as a fraction of the theoretical maximum amount of product (1.0 means a 100% yield; for example, 0.34 means a 34% yield). (1) The reactants are [F:1][C:2]1[CH:3]=[C:4]([C:8]2[CH:16]=[C:15]3[C:11]([CH2:12][CH2:13][CH:14]3[NH:17][C:18]3[CH:19]=[C:20]([CH:27]=[CH:28][CH:29]=3)[O:21][CH2:22][C:23]([O:25][CH3:26])=[O:24])=[CH:10][CH:9]=2)[CH:5]=[CH:6][CH:7]=1.CN(C1C=CC=CN=1)C.[C:39](Cl)(=[O:41])[CH3:40].C(N(CC)CC)C. The catalyst is ClCCl. The product is [F:1][C:2]1[CH:3]=[C:4]([C:8]2[CH:16]=[C:15]3[C:11]([CH2:12][CH2:13][CH:14]3[N:17]([C:18]3[CH:19]=[C:20]([CH:27]=[CH:28][CH:29]=3)[O:21][CH2:22][C:23]([O:25][CH3:26])=[O:24])[C:39](=[O:41])[CH3:40])=[CH:10][CH:9]=2)[CH:5]=[CH:6][CH:7]=1. The yield is 0.940. (2) The reactants are [CH3:1][P:2]([C:5]1[CH:6]=[C:7]([NH:11][C:12](=[O:50])[NH:13][C:14]2[CH:48]=[CH:47][C:17]([O:18][C:19]3[CH:24]=[CH:23][N:22]=[C:21]4[CH:25]=[C:26]([C:28]5[N:33]=[CH:32][C:31]([CH2:34][N:35]([CH2:43][CH2:44][O:45][CH3:46])C(=O)OC(C)(C)C)=[CH:30][CH:29]=5)[S:27][C:20]=34)=[C:16]([F:49])[CH:15]=2)[CH:8]=[CH:9][CH:10]=1)([CH3:4])=[O:3].FC(F)(F)C(O)=O. The catalyst is ClCCl. The product is [CH3:4][P:2]([C:5]1[CH:6]=[C:7]([NH:11][C:12]([NH:13][C:14]2[CH:48]=[CH:47][C:17]([O:18][C:19]3[CH:24]=[CH:23][N:22]=[C:21]4[CH:25]=[C:26]([C:28]5[CH:29]=[CH:30][C:31]([CH2:34][NH:35][CH2:43][CH2:44][O:45][CH3:46])=[CH:32][N:33]=5)[S:27][C:20]=34)=[C:16]([F:49])[CH:15]=2)=[O:50])[CH:8]=[CH:9][CH:10]=1)([CH3:1])=[O:3]. The yield is 0.380. (3) The reactants are [N+:1]([C:4]1[CH:9]=[C:8]([N+:10]([O-:12])=[O:11])[CH:7]=[CH:6][C:5]=1[S:13](Cl)(=[O:15])=[O:14])([O-:3])=[O:2].[CH:17]([NH2:20])([CH3:19])[CH3:18].N1C=CC=CC=1. The catalyst is C(Cl)Cl. The product is [N+:1]([C:4]1[CH:9]=[C:8]([N+:10]([O-:12])=[O:11])[CH:7]=[CH:6][C:5]=1[S:13]([NH:20][CH:17]([CH3:19])[CH3:18])(=[O:15])=[O:14])([O-:3])=[O:2]. The yield is 0.400. (4) The reactants are ClC(Cl)(Cl)CO[C:5](=[O:19])[NH:6][C:7]1[N:8]([CH2:16][CH2:17][OH:18])[N:9]=[C:10]([C:12]([CH3:15])([CH3:14])[CH3:13])[CH:11]=1.[Cl:22][C:23]1[CH:28]=[CH:27][CH:26]=[CH:25][C:24]=1[C:29]1[N:33]2[CH:34]=[C:35]([O:38][C@H:39]3[C:48]4[C:43](=[CH:44][CH:45]=[CH:46][CH:47]=4)[C@@H:42]([NH2:49])[CH2:41][CH2:40]3)[CH:36]=[CH:37][C:32]2=[N:31][N:30]=1.CCN(C(C)C)C(C)C. The catalyst is O1CCOCC1. The product is [C:12]([C:10]1[CH:11]=[C:7]([NH:6][C:5]([NH:49][C@@H:42]2[C:43]3[C:48](=[CH:47][CH:46]=[CH:45][CH:44]=3)[C@H:39]([O:38][C:35]3[CH:36]=[CH:37][C:32]4[N:33]([C:29]([C:24]5[CH:25]=[CH:26][CH:27]=[CH:28][C:23]=5[Cl:22])=[N:30][N:31]=4)[CH:34]=3)[CH2:40][CH2:41]2)=[O:19])[N:8]([CH2:16][CH2:17][OH:18])[N:9]=1)([CH3:13])([CH3:14])[CH3:15]. The yield is 0.940. (5) The reactants are [Cl-].O[NH3+:3].[C:4](=[O:7])([O-])[OH:5].[Na+].CS(C)=O.[CH3:13][C:14]1([CH3:49])[CH2:18][C:17]2[CH:19]=[C:20]([C:23]3[C:28](=[O:29])[N:27]([CH2:30][C:31]4[CH:36]=[CH:35][C:34]([C:37]5[C:38]([C:43]#[N:44])=[CH:39][CH:40]=[CH:41][CH:42]=5)=[CH:33][CH:32]=4)[C:26]([CH2:45][CH2:46][CH3:47])=[N:25][C:24]=3[CH3:48])[CH:21]=[CH:22][C:16]=2[O:15]1. The catalyst is O. The product is [CH3:13][C:14]1([CH3:49])[CH2:18][C:17]2[CH:19]=[C:20]([C:23]3[C:28](=[O:29])[N:27]([CH2:30][C:31]4[CH:36]=[CH:35][C:34]([C:37]5[CH:42]=[CH:41][CH:40]=[CH:39][C:38]=5[C:43]5[NH:3][C:4](=[O:7])[O:5][N:44]=5)=[CH:33][CH:32]=4)[C:26]([CH2:45][CH2:46][CH3:47])=[N:25][C:24]=3[CH3:48])[CH:21]=[CH:22][C:16]=2[O:15]1. The yield is 0.160. (6) The reactants are [CH2:1]([C:3]1[N:4]([C:28]2[CH:33]=[CH:32][C:31]([OH:34])=[CH:30][CH:29]=2)[C:5](=[O:27])[C:6]([CH2:12][C:13]2[CH:18]=[CH:17][C:16]([C:19]3[C:20]([C:25]#[N:26])=[CH:21][CH:22]=[CH:23][CH:24]=3)=[CH:15][CH:14]=2)=[C:7]([CH2:9][CH2:10][CH3:11])[N:8]=1)[CH3:2].[CH:35]12[O:41][CH:40]1[CH2:39][CH2:38][CH2:37][CH2:36]2.C(=O)([O-])[O-].[Cs+].[Cs+]. The catalyst is CN(C)C(=O)C. The product is [CH2:1]([C:3]1[N:4]([C:28]2[CH:33]=[CH:32][C:31]([O:34][C@@H:39]3[CH2:38][CH2:37][CH2:36][CH2:35][C@H:40]3[OH:41])=[CH:30][CH:29]=2)[C:5](=[O:27])[C:6]([CH2:12][C:13]2[CH:18]=[CH:17][C:16]([C:19]3[C:20]([C:25]#[N:26])=[CH:21][CH:22]=[CH:23][CH:24]=3)=[CH:15][CH:14]=2)=[C:7]([CH2:9][CH2:10][CH3:11])[N:8]=1)[CH3:2]. The yield is 0.620. (7) The reactants are [NH2:1][C:2]1[C:10]2[C:5](=[N:6][C:7]([CH3:14])=[C:8]([CH2:12][CH3:13])[C:9]=2[CH3:11])[S:4][C:3]=1[C:15]([OH:17])=O.N=C=N.[C:21]1([C:27]2NN=[N:29][N:28]=2)[CH:26]=[CH:25][CH:24]=[CH:23][CH:22]=1. The catalyst is ClC(Cl)C.CN(C=O)C. The product is [CH2:12]([C:8]1[C:9]([CH3:11])=[C:10]2[C:2]([NH2:1])=[C:3]([C:15]3[O:17][C:27]([C:21]4[CH:26]=[CH:25][CH:24]=[CH:23][CH:22]=4)=[N:28][N:29]=3)[S:4][C:5]2=[N:6][C:7]=1[CH3:14])[CH3:13]. The yield is 0.560.